From a dataset of Full USPTO retrosynthesis dataset with 1.9M reactions from patents (1976-2016). Predict the reactants needed to synthesize the given product. (1) Given the product [OH:10][CH2:9][C:8]([C:5]1[CH:4]=[CH:3][C:2]([NH:1][C:20](=[O:21])[O:22][C:23]2[CH:28]=[CH:27][CH:26]=[CH:25][CH:24]=2)=[CH:7][CH:6]=1)([OH:13])[CH2:11][OH:12], predict the reactants needed to synthesize it. The reactants are: [NH2:1][C:2]1[CH:7]=[CH:6][C:5]([C:8]([OH:13])([CH2:11][OH:12])[CH2:9][OH:10])=[CH:4][CH:3]=1.C([O-])(O)=O.[Na+].Cl[C:20]([O:22][C:23]1[CH:28]=[CH:27][CH:26]=[CH:25][CH:24]=1)=[O:21]. (2) Given the product [Cl:1][C:2]1[CH:7]=[CH:6][CH:5]=[CH:4][C:3]=1[CH:8]([O:10][C:11](=[O:26])[NH:12][C:13]1[C:14]([CH3:25])=[N:15][O:16][C:17]=1[C:18]1[CH:23]=[CH:22][CH:21]=[C:20]([B:27]2[O:31][C:30]([CH3:33])([CH3:32])[C:29]([CH3:35])([CH3:34])[O:28]2)[CH:19]=1)[CH3:9], predict the reactants needed to synthesize it. The reactants are: [Cl:1][C:2]1[CH:7]=[CH:6][CH:5]=[CH:4][C:3]=1[CH:8]([O:10][C:11](=[O:26])[NH:12][C:13]1[C:14]([CH3:25])=[N:15][O:16][C:17]=1[C:18]1[CH:23]=[CH:22][CH:21]=[C:20](Br)[CH:19]=1)[CH3:9].[B:27]1([B:27]2[O:31][C:30]([CH3:33])([CH3:32])[C:29]([CH3:35])([CH3:34])[O:28]2)[O:31][C:30]([CH3:33])([CH3:32])[C:29]([CH3:35])([CH3:34])[O:28]1. (3) Given the product [CH2:17]([C:16]1[C:14]2[C:4](=[CH:5][CH:6]=[C:7]([C:8]([O:10][CH2:11][CH3:12])=[O:9])[CH:13]=2)[NH:2][CH:15]=1)[CH2:18][CH2:19][CH3:20], predict the reactants needed to synthesize it. The reactants are: Cl.[NH:2]([C:4]1[CH:14]=[CH:13][C:7]([C:8]([O:10][CH2:11][CH3:12])=[O:9])=[CH:6][CH:5]=1)N.[CH:15](=O)[CH2:16][CH2:17][CH2:18][CH2:19][CH3:20]. (4) Given the product [F:38][C:39]1[CH:40]=[CH:41][C:42]([CH2:43][CH:44]([C:45]([OH:53])=[O:46])[C:49]([OH:50])=[O:48])=[CH:54][CH:55]=1, predict the reactants needed to synthesize it. The reactants are: S1C(CC2C(=O)OC(C)(C)OC2=O)=CC2C=CC=CC1=2.S1C(CC(C(O)=O)C(O)=O)=CC2C=CC=CC1=2.[F:38][C:39]1[CH:55]=[CH:54][C:42]([CH2:43][CH:44]2[C:49](=[O:50])[O:48]C(C)(C)[O:46][C:45]2=[O:53])=[CH:41][CH:40]=1.